From a dataset of Catalyst prediction with 721,799 reactions and 888 catalyst types from USPTO. Predict which catalyst facilitates the given reaction. (1) Reactant: [NH2:1][C@@H:2]1[CH2:7][CH2:6][C@H:5]([C:8]([OH:10])=[O:9])[CH2:4][CH2:3]1.[OH-].[Na+].[C:13](O[C:13]([O:15][C:16]([CH3:19])([CH3:18])[CH3:17])=[O:14])([O:15][C:16]([CH3:19])([CH3:18])[CH3:17])=[O:14]. Product: [C:16]([O:15][C:13]([NH:1][C@@H:2]1[CH2:7][CH2:6][C@H:5]([C:8]([OH:10])=[O:9])[CH2:4][CH2:3]1)=[O:14])([CH3:19])([CH3:18])[CH3:17]. The catalyst class is: 107. (2) Reactant: C([O:4][C@@H:5]1[C@@H:13]([C@@:14]2([CH3:28])[CH2:19][CH2:18][C@H:17]([OH:20])[CH2:16][C@@H:15]2[CH2:21][CH2:22][N:23]2[CH:27]=[N:26][CH:25]=[N:24]2)[CH2:12][CH2:11][C@@:10]2([CH3:29])[C@H:6]1[CH2:7][CH2:8][C:9]2=[CH2:30])(=O)C. Product: [N:23]1([CH2:22][CH2:21][C@H:15]2[CH2:16][C@@H:17]([OH:20])[CH2:18][CH2:19][C@@:14]2([C@H:13]2[CH2:12][CH2:11][C@@:10]3([CH3:29])[C@@H:6]([CH2:7][CH2:8][C:9]3=[CH2:30])[C@@H:5]2[OH:4])[CH3:28])[CH:27]=[N:26][CH:25]=[N:24]1. The catalyst class is: 116. (3) Reactant: [C:1]([O:5][C:6]([NH:8][C@H:9]1[CH2:13][CH2:12][C@@H:11]([C:14]([OH:16])=O)[CH2:10]1)=[O:7])([CH3:4])([CH3:3])[CH3:2].C1C=CC2N(O)N=[N:23]C=2C=1.C(Cl)CCl.[OH-].[NH4+]. Product: [NH2:23][C:14]([C@@H:11]1[CH2:12][CH2:13][C@H:9]([NH:8][C:6](=[O:7])[O:5][C:1]([CH3:4])([CH3:3])[CH3:2])[CH2:10]1)=[O:16]. The catalyst class is: 39. (4) Reactant: [N:1]([CH2:4][C:5]1[C:6]([F:22])=[C:7]([O:12][C:13]2[CH:14]=[C:15]([CH:18]=[C:19]([Br:21])[CH:20]=2)[C:16]#[N:17])[C:8]([Cl:11])=[CH:9][CH:10]=1)=[N+]=[N-].C1(P(C2C=CC=CC=2)C2C=CC=CC=2)C=CC=CC=1.O. Product: [NH2:1][CH2:4][C:5]1[C:6]([F:22])=[C:7]([O:12][C:13]2[CH:14]=[C:15]([CH:18]=[C:19]([Br:21])[CH:20]=2)[C:16]#[N:17])[C:8]([Cl:11])=[CH:9][CH:10]=1. The catalyst class is: 1. (5) The catalyst class is: 594. Product: [C:12]([O:11][C:9]([NH:16][C:17]1[CH:26]=[CH:25][C:20]([C:21]([O:23][CH3:24])=[O:22])=[CH:19][N:18]=1)=[O:10])([CH3:13])([CH3:14])[CH3:15]. Reactant: [C:9](O[C:9]([O:11][C:12]([CH3:15])([CH3:14])[CH3:13])=[O:10])([O:11][C:12]([CH3:15])([CH3:14])[CH3:13])=[O:10].[NH2:16][C:17]1[CH:26]=[CH:25][C:20]([C:21]([O:23][CH3:24])=[O:22])=[CH:19][N:18]=1. (6) Reactant: [C:1]([O:5][C:6]([NH:8][C@H:9]([CH2:29][C:30]1[CH:35]=[C:34]([F:36])[C:33]([F:37])=[CH:32][C:31]=1[F:38])[CH2:10][C:11]([N:13]1[CH2:18][CH2:17][N:16]2[C:19]([C:25]([F:28])([F:27])[F:26])=[N:20][C:21](C(O)=O)=[C:15]2[CH2:14]1)=[O:12])=[O:7])([CH3:4])([CH3:3])[CH3:2].[CH2:39](N)[CH2:40][CH3:41].[O:43]=[C:44]1[N:48](P(Cl)(N2CCOC2=O)=O)CCO1.C(N(CC)CC)C. Product: [C:1]([O:5][C:6](=[O:7])[NH:8][C@H:9]([CH2:29][C:30]1[CH:35]=[C:34]([F:36])[C:33]([F:37])=[CH:32][C:31]=1[F:38])[CH2:10][C:11]([N:13]1[CH2:18][CH:17]([C:44](=[O:43])[NH2:48])[N:16]2[C:19]([C:25]([F:27])([F:28])[F:26])=[N:20][C:21]([CH2:39][CH2:40][CH3:41])=[C:15]2[CH2:14]1)=[O:12])([CH3:2])([CH3:4])[CH3:3]. The catalyst class is: 4. (7) Product: [O:1]=[C:2]1[N:6]([C:7]2[CH:12]=[CH:11][CH:10]=[CH:9][CH:8]=2)[CH2:5][CH:4]([C:13]([NH2:18])=[O:15])[CH2:3]1. The catalyst class is: 3. Reactant: [O:1]=[C:2]1[N:6]([C:7]2[CH:12]=[CH:11][CH:10]=[CH:9][CH:8]=2)[CH2:5][CH:4]([C:13]([OH:15])=O)[CH2:3]1.CC[N:18]=C=NCCCN(C)C.Cl.C1C=CC2N(O)N=NC=2C=1.C(=O)(O)[O-].[Na+].